From a dataset of Full USPTO retrosynthesis dataset with 1.9M reactions from patents (1976-2016). Predict the reactants needed to synthesize the given product. (1) Given the product [Br:9][C:10]1[CH:15]=[CH:14][C:13]([NH:16][C:19]2[C:27]([C:28]([OH:30])=[O:29])=[C:26]3[N:22]([CH2:23][CH2:24][CH2:25]3)[C:21](=[O:31])[CH:20]=2)=[C:12]([CH3:17])[CH:11]=1, predict the reactants needed to synthesize it. The reactants are: [Li+].CC([N-]C(C)C)C.[Br:9][C:10]1[CH:15]=[CH:14][C:13]([NH2:16])=[C:12]([CH3:17])[CH:11]=1.Cl[C:19]1[C:27]([C:28]([OH:30])=[O:29])=[C:26]2[N:22]([CH2:23][CH2:24][CH2:25]2)[C:21](=[O:31])[CH:20]=1. (2) Given the product [CH3:24][C:10]1[C:11]([CH2:12][C:13]2[CH:18]=[CH:17][CH:16]=[C:15]([C:19]([F:22])([F:21])[F:20])[C:14]=2[CH3:23])=[C:4]2[N:3]=[C:2]([N:28]3[CH2:29][CH2:30][O:31][CH:26]([CH3:25])[CH2:27]3)[CH:7]=[C:6]([OH:8])[N:5]2[N:9]=1, predict the reactants needed to synthesize it. The reactants are: Cl[C:2]1[NH:3][C:4]2[N:5]([N:9]=[C:10]([CH3:24])[C:11]=2[CH2:12][C:13]2[CH:18]=[CH:17][CH:16]=[C:15]([C:19]([F:22])([F:21])[F:20])[C:14]=2[CH3:23])[C:6](=[O:8])[CH:7]=1.[CH3:25][CH:26]1[O:31][CH2:30][CH2:29][NH:28][CH2:27]1. (3) Given the product [Br:1][C:2]1[CH:3]=[C:4]2[C:8](=[CH:9][CH:10]=1)[NH:7][CH:6]=[C:5]2[CH3:11], predict the reactants needed to synthesize it. The reactants are: [Br:1][C:2]1[CH:3]=[C:4]2[C:8](=[CH:9][CH:10]=1)[NH:7][CH:6]=[C:5]2[CH:11]=O.[H-].[H-].[H-].[H-].[Li+].[Al+3].[OH-].[Na+]. (4) Given the product [F:16][C:15]([F:18])([F:17])[C:9]1[CH:8]=[N:7][C:6]2[O:5][CH2:4][C:3](=[O:2])[NH:12][C:11]=2[CH:10]=1, predict the reactants needed to synthesize it. The reactants are: C[O:2][C:3](=O)[CH2:4][O:5][C:6]1[C:11]([N+:12]([O-])=O)=[CH:10][C:9]([C:15]([F:18])([F:17])[F:16])=[CH:8][N:7]=1.[Sn](Cl)(Cl)(Cl)Cl.O.